From a dataset of Peptide-MHC class I binding affinity with 185,985 pairs from IEDB/IMGT. Regression. Given a peptide amino acid sequence and an MHC pseudo amino acid sequence, predict their binding affinity value. This is MHC class I binding data. (1) The peptide sequence is LQRNWSYGF. The MHC is HLA-B07:02 with pseudo-sequence HLA-B07:02. The binding affinity (normalized) is 0.0847. (2) The peptide sequence is RFNAIWFNH. The MHC is HLA-B15:17 with pseudo-sequence HLA-B15:17. The binding affinity (normalized) is 0.0847. (3) The peptide sequence is SQLVSTAWA. The MHC is HLA-A29:02 with pseudo-sequence HLA-A29:02. The binding affinity (normalized) is 0.0847. (4) The MHC is Mamu-A01 with pseudo-sequence Mamu-A01. The binding affinity (normalized) is 0.618. The peptide sequence is STSFYLISI. (5) The peptide sequence is LIPETVPYI. The MHC is HLA-A11:01 with pseudo-sequence HLA-A11:01. The binding affinity (normalized) is 0. (6) The peptide sequence is MFVPKYFEL. The MHC is HLA-A24:02 with pseudo-sequence HLA-A24:02. The binding affinity (normalized) is 0.484. (7) The peptide sequence is LSSWKNLM. The MHC is H-2-Dd with pseudo-sequence H-2-Dd. The binding affinity (normalized) is 0.0477. (8) The peptide sequence is ITKINTHLA. The MHC is HLA-A30:01 with pseudo-sequence HLA-A30:01. The binding affinity (normalized) is 0.750. (9) The peptide sequence is GLQGIYVLV. The MHC is HLA-B27:05 with pseudo-sequence HLA-B27:05. The binding affinity (normalized) is 0.213. (10) The peptide sequence is LILGAQALPV. The MHC is HLA-A02:06 with pseudo-sequence HLA-A02:06. The binding affinity (normalized) is 0.731.